From a dataset of Catalyst prediction with 721,799 reactions and 888 catalyst types from USPTO. Predict which catalyst facilitates the given reaction. (1) Reactant: [OH:1][C:2]1[CH:3]=[C:4]([CH:7]=[CH:8][C:9]=1[O:10][CH3:11])[CH:5]=O.Cl.[NH2:13]O.[Na+].C([O-])(=O)C. Product: [OH:1][C:2]1[CH:3]=[C:4]([CH:7]=[CH:8][C:9]=1[O:10][CH3:11])[C:5]#[N:13]. The catalyst class is: 15. (2) Reactant: [C:1]([C:4]1[CH:5]=[C:6]2[C:19](=[C:20]([F:23])[C:21]=1[F:22])[N:18]1[CH2:24][C@@H:25]([CH3:29])[O:26][C@@H:27]([CH3:28])[C@@H:17]1[C:8]1([C:13](=[O:14])[NH:12][C:11](=[O:15])[NH:10][C:9]1=[O:16])[CH2:7]2)(=O)[CH3:2].Cl.[NH2:31][OH:32]. Product: [F:22][C:21]1[C:20]([F:23])=[C:19]2[C:6]([CH2:7][C:8]3([C@H:17]4[C@H:27]([CH3:28])[O:26][C@H:25]([CH3:29])[CH2:24][N:18]42)[C:9](=[O:16])[NH:10][C:11](=[O:15])[NH:12][C:13]3=[O:14])=[CH:5][C:4]=1/[C:1](=[N:31]/[OH:32])/[CH3:2]. The catalyst class is: 5.